Predict the reaction yield, written as a fraction of the theoretical maximum amount of product (1.0 means a 100% yield; for example, 0.34 means a 34% yield). From a dataset of Reaction yield outcomes from USPTO patents with 853,638 reactions. (1) The reactants are Br[C:2]1[C:3]([O:17][CH3:18])=[C:4]([C:13]([O:15][CH3:16])=[O:14])[C:5]2[N:6]=[CH:7][C:8](=[O:12])[NH:9][C:10]=2[CH:11]=1.C([Sn](CCCC)(CCCC)[C:24]1[CH:29]=[CH:28][CH:27]=[CH:26][N:25]=1)CCC. The catalyst is O1CCOCC1.C1C=CC([P]([Pd]([P](C2C=CC=CC=2)(C2C=CC=CC=2)C2C=CC=CC=2)([P](C2C=CC=CC=2)(C2C=CC=CC=2)C2C=CC=CC=2)[P](C2C=CC=CC=2)(C2C=CC=CC=2)C2C=CC=CC=2)(C2C=CC=CC=2)C2C=CC=CC=2)=CC=1. The product is [CH3:18][O:17][C:3]1[C:2]([C:24]2[CH:29]=[CH:28][CH:27]=[CH:26][N:25]=2)=[CH:11][C:10]2[NH:9][C:8](=[O:12])[CH:7]=[N:6][C:5]=2[C:4]=1[C:13]([O:15][CH3:16])=[O:14]. The yield is 0.666. (2) The reactants are [NH2:1][NH2:2].[NH2:3]/[C:4](/C(Cl)(Cl)Cl)=[C:5](/[C:11]#[N:12])\[C:6]([O:8][CH2:9][CH3:10])=[O:7]. The catalyst is CN(C=O)C. The product is [NH2:3][C:4]1[C:5]([C:6]([O:8][CH2:9][CH3:10])=[O:7])=[C:11]([NH2:12])[NH:2][N:1]=1. The yield is 0.580. (3) The catalyst is C1C=CC(/C=C/C(/C=C/C2C=CC=CC=2)=O)=CC=1.C1C=CC(/C=C/C(/C=C/C2C=CC=CC=2)=O)=CC=1.C1C=CC(/C=C/C(/C=C/C2C=CC=CC=2)=O)=CC=1.[Pd].[Pd].C(Cl)Cl.O1CCOCC1. The product is [S:1]1[C:2]([C:24]2[C:25]3[NH:26][C:27]4[C:19](=[CH:18][CH:17]=[CH:16][CH:15]=4)[C:20]=3[CH:21]=[CH:22][CH:23]=2)=[CH:3][C:4]2[CH:9]=[CH:8][CH:7]=[CH:6][C:5]1=2. The yield is 0.760. The reactants are [S:1]1[C:5]2[CH:6]=[CH:7][CH:8]=[CH:9][C:4]=2[CH:3]=[C:2]1OB(O)O.Br[C:15]1[C:27]2[NH:26][C:25]3[C:20](=[CH:21][CH:22]=[CH:23][CH:24]=3)[C:19]=2[CH:18]=[CH:17][CH:16]=1.C1(P(C2CCCCC2)C2CCCCC2)CCCCC1.[O-]P([O-])([O-])=O.[K+].[K+].[K+]. (4) The reactants are F[C:2]1[C:7]([F:8])=[CH:6][C:5]([I:9])=[CH:4][N:3]=1.N1C=CC=CC=1.[NH2:16][CH2:17][C:18]([CH3:21])([OH:20])[CH3:19]. The catalyst is CN1C(=O)CCC1. The product is [F:8][C:7]1[C:2]([NH:16][CH2:17][C:18]([CH3:21])([OH:20])[CH3:19])=[N:3][CH:4]=[C:5]([I:9])[CH:6]=1. The yield is 0.917. (5) The reactants are [F:1][C:2]1[CH:7]=[CH:6][CH:5]=[C:4]([F:8])[C:3]=1[C:9]1[S:10][CH:11]=[C:12]([C:14]([OH:16])=O)[N:13]=1.ClC(N(C)C)=C(C)C.[NH2:25][C:26]1[CH:27]=[N:28][C:29]2[C:34]([C:35]=1[N:36]1[CH2:41][CH2:40][CH2:39][C@H:38]([NH:42][C:43](=[O:49])[O:44][C:45]([CH3:48])([CH3:47])[CH3:46])[CH2:37]1)=[CH:33][CH:32]=[CH:31][CH:30]=2.N1C=CC=CC=1. The catalyst is C(Cl)Cl. The product is [F:8][C:4]1[CH:5]=[CH:6][CH:7]=[C:2]([F:1])[C:3]=1[C:9]1[S:10][CH:11]=[C:12]([C:14]([NH:25][C:26]2[CH:27]=[N:28][C:29]3[C:34]([C:35]=2[N:36]2[CH2:41][CH2:40][CH2:39][C@H:38]([NH:42][C:43](=[O:49])[O:44][C:45]([CH3:47])([CH3:46])[CH3:48])[CH2:37]2)=[CH:33][CH:32]=[CH:31][CH:30]=3)=[O:16])[N:13]=1. The yield is 0.940. (6) The reactants are [Br:1][C:2]1[O:6][C:5]([CH2:7]Br)=[C:4]([C:9]([O:11][CH3:12])=[O:10])[CH:3]=1.[O-:13][CH2:14][CH3:15].[Na+].C(O)C.O.Cl. The catalyst is C(O)C. The product is [Br:1][C:2]1[O:6][C:5]([CH2:7][O:13][CH2:14][CH3:15])=[C:4]([C:9]([O:11][CH3:12])=[O:10])[CH:3]=1. The yield is 0.670.